This data is from Peptide-MHC class I binding affinity with 185,985 pairs from IEDB/IMGT. The task is: Regression. Given a peptide amino acid sequence and an MHC pseudo amino acid sequence, predict their binding affinity value. This is MHC class I binding data. (1) The peptide sequence is IYQEPFKNLK. The MHC is HLA-A68:01 with pseudo-sequence HLA-A68:01. The binding affinity (normalized) is 0.140. (2) The binding affinity (normalized) is 1.00. The MHC is Mamu-B8701 with pseudo-sequence Mamu-B8701. The peptide sequence is ADIDGDGQVNYEEF.